Dataset: Peptide-MHC class I binding affinity with 185,985 pairs from IEDB/IMGT. Task: Regression. Given a peptide amino acid sequence and an MHC pseudo amino acid sequence, predict their binding affinity value. This is MHC class I binding data. (1) The peptide sequence is FLCKQYLNL. The MHC is HLA-A02:03 with pseudo-sequence HLA-A02:03. The binding affinity (normalized) is 0.782. (2) The peptide sequence is EQNLTDTNFK. The MHC is HLA-A03:01 with pseudo-sequence HLA-A03:01. The binding affinity (normalized) is 0.0947. (3) The binding affinity (normalized) is 0.0847. The MHC is HLA-B15:09 with pseudo-sequence HLA-B15:09. The peptide sequence is ELRSRYWAI. (4) The peptide sequence is SLTCEVDAL. The MHC is HLA-A02:01 with pseudo-sequence HLA-A02:01. The binding affinity (normalized) is 0.632. (5) The MHC is Mamu-A01 with pseudo-sequence Mamu-A01. The binding affinity (normalized) is 0.671. The peptide sequence is LTPERGWLS.